Dataset: Forward reaction prediction with 1.9M reactions from USPTO patents (1976-2016). Task: Predict the product of the given reaction. (1) Given the reactants [CH3:1][N:2]([CH3:22])[CH:3]1[CH2:8][CH2:7][N:6]([C:9]2[CH:14]=[CH:13][C:12]([C:15]([F:18])([F:17])[F:16])=[CH:11][C:10]=2[N+:19]([O-])=O)[CH2:5][CH2:4]1, predict the reaction product. The product is: [NH2:19][C:10]1[CH:11]=[C:12]([C:15]([F:16])([F:17])[F:18])[CH:13]=[CH:14][C:9]=1[N:6]1[CH2:5][CH2:4][CH:3]([N:2]([CH3:22])[CH3:1])[CH2:8][CH2:7]1. (2) Given the reactants [CH:1]1([CH2:4][N:5]2[C:9]([CH3:10])=[C:8]([CH2:11][C:12]3[CH:17]=[CH:16][C:15]([O:18][CH:19]([CH3:21])[CH3:20])=[CH:14][CH:13]=3)[C:7]([O:22][C@@H:23]3[O:31][C@H:30]([CH2:32][OH:33])[C@@H:28]([OH:29])[C@H:26]([OH:27])[C@H:24]3[OH:25])=[N:6]2)[CH2:3][CH2:2]1.Cl[C:35]([O:37][CH2:38][CH3:39])=[O:36].O.C(O)(=O)CC(CC(O)=O)(C(O)=O)O.O, predict the reaction product. The product is: [CH:1]1([CH2:4][N:5]2[C:9]([CH3:10])=[C:8]([CH2:11][C:12]3[CH:17]=[CH:16][C:15]([O:18][CH:19]([CH3:21])[CH3:20])=[CH:14][CH:13]=3)[C:7]([O:22][C@@H:23]3[O:31][C@H:30]([CH2:32][O:33][C:35]([O:37][CH2:38][CH3:39])=[O:36])[C@@H:28]([OH:29])[C@H:26]([OH:27])[C@H:24]3[OH:25])=[N:6]2)[CH2:3][CH2:2]1.